From a dataset of Catalyst prediction with 721,799 reactions and 888 catalyst types from USPTO. Predict which catalyst facilitates the given reaction. (1) Reactant: [O:1]=[C:2]1[C:14]2[C:10](=[CH:11][S:12][C:13]=2[N:15]2C(=O)C3C(=CC=CC=3)C2=O)[CH2:9][C:8]2[C:3]1=[CH:4][CH:5]=[CH:6][CH:7]=2.O.NN. Product: [NH2:15][C:13]1[S:12][CH:11]=[C:10]2[CH2:9][C:8]3[C:3]([C:2](=[O:1])[C:14]=12)=[CH:4][CH:5]=[CH:6][CH:7]=3. The catalyst class is: 8. (2) Reactant: [CH2:1]([N:5]1[C:13]([N:14]2[CH2:19][CH2:18][NH:17][CH2:16][CH2:15]2)=[N:12][C:11]2[C:6]1=[N:7][C:8]([C:26]1[CH:27]=[N:28][C:29]([NH2:32])=[N:30][CH:31]=1)=[N:9][C:10]=2[N:20]1[CH2:25][CH2:24][O:23][CH2:22][CH2:21]1)[CH:2]([CH3:4])[CH3:3].[O:33]1CCC[CH2:34]1.CN(CCS(O)(=O)=O)C.[OH-].[Na+]. Product: [NH2:32][C:29]1[N:30]=[CH:31][C:26]([C:8]2[N:7]=[C:6]3[C:11]([N:12]=[C:13]([N:14]4[CH2:19][CH2:18][N:17]([CH:34]=[O:33])[CH2:16][CH2:15]4)[N:5]3[CH2:1][CH:2]([CH3:4])[CH3:3])=[C:10]([N:20]3[CH2:25][CH2:24][O:23][CH2:22][CH2:21]3)[N:9]=2)=[CH:27][N:28]=1. The catalyst class is: 2. (3) Reactant: [CH3:1][O:2][C:3](=[O:13])[CH:4]=[C:5]1[CH2:10][CH2:9][C:8]([CH3:12])([CH3:11])[CH2:7][CH2:6]1. Product: [CH3:1][O:2][C:3](=[O:13])[CH2:4][CH:5]1[CH2:10][CH2:9][C:8]([CH3:11])([CH3:12])[CH2:7][CH2:6]1. The catalyst class is: 407. (4) Reactant: [Cl:1][C:2]1[C:3]([NH:22][C:23](=[O:31])[CH2:24][CH:25]2[CH2:30][CH2:29][CH2:28][CH2:27][CH2:26]2)=[C:4]2[C:9](=[CH:10][CH:11]=1)[N:8]=[C:7]([N:12]1[CH2:16][CH2:15][C@H:14]([NH:17][CH2:18][CH2:19][C:20]#N)[CH2:13]1)[CH:6]=[CH:5]2.[OH-:32].[K+].[OH2:34]. Product: [Cl:1][C:2]1[C:3]([NH:22][C:23](=[O:31])[CH2:24][CH:25]2[CH2:26][CH2:27][CH2:28][CH2:29][CH2:30]2)=[C:4]2[C:9](=[CH:10][CH:11]=1)[N:8]=[C:7]([N:12]1[CH2:16][CH2:15][C@H:14]([NH:17][CH2:18][CH2:19][C:20]([OH:34])=[O:32])[CH2:13]1)[CH:6]=[CH:5]2. The catalyst class is: 5. (5) Reactant: [Cl:1][C:2]1[C:3]([O:16][CH3:17])=[CH:4][C:5]2[O:10][CH:9]([C:11]([OH:13])=O)[CH2:8][N:7]([CH3:14])[C:6]=2[CH:15]=1.[F:18][C:19]1[CH:32]=[CH:31][C:22]([CH2:23][N:24]2[CH2:29][CH2:28][NH:27][C@H:26]([CH3:30])[CH2:25]2)=[CH:21][CH:20]=1.CCN=C=NCCCN(C)C.C1C=CC2N(O)N=NC=2C=1.CCN(C(C)C)C(C)C. Product: [Cl:1][C:2]1[C:3]([O:16][CH3:17])=[CH:4][C:5]2[O:10][CH:9]([C:11]([N:27]3[CH2:28][CH2:29][N:24]([CH2:23][C:22]4[CH:31]=[CH:32][C:19]([F:18])=[CH:20][CH:21]=4)[CH2:25][C@H:26]3[CH3:30])=[O:13])[CH2:8][N:7]([CH3:14])[C:6]=2[CH:15]=1. The catalyst class is: 18. (6) Reactant: [CH:1]1([C:4]2[C:16]3[C:15]4[CH:14]=[CH:13][C:12]([C:17]5[C:22]([F:23])=[CH:21][CH:20]=[C:19]([NH:24][S:25]([CH2:28][CH2:29][CH3:30])(=[O:27])=[O:26])[C:18]=5[F:31])=[CH:11][C:10]=4[CH:9]=[N:8][C:7]=3[N:6](C(OC(C)(C)C)=O)[N:5]=2)[CH2:3][CH2:2]1.C(O)(C(F)(F)F)=O. The catalyst class is: 2. Product: [CH:1]1([C:4]2[C:16]3[C:15]4[CH:14]=[CH:13][C:12]([C:17]5[C:18]([F:31])=[C:19]([NH:24][S:25]([CH2:28][CH2:29][CH3:30])(=[O:26])=[O:27])[CH:20]=[CH:21][C:22]=5[F:23])=[CH:11][C:10]=4[CH:9]=[N:8][C:7]=3[NH:6][N:5]=2)[CH2:3][CH2:2]1. (7) Reactant: [CH3:1][O:2][CH2:3][CH2:4][O:5][C:6]1[CH:11]=[CH:10][C:9](Br)=[CH:8][CH:7]=1.C([Li])CCC.CCCCCC.[CH2:24]([Sn:28](Cl)([CH2:33][CH2:34][CH2:35][CH3:36])[CH2:29][CH2:30][CH2:31][CH3:32])[CH2:25][CH2:26][CH3:27]. Product: [CH3:1][O:2][CH2:3][CH2:4][O:5][C:6]1[CH:11]=[CH:10][C:9]([Sn:28]([CH2:29][CH2:30][CH2:31][CH3:32])([CH2:33][CH2:34][CH2:35][CH3:36])[CH2:24][CH2:25][CH2:26][CH3:27])=[CH:8][CH:7]=1. The catalyst class is: 1.